Dataset: Reaction yield outcomes from USPTO patents with 853,638 reactions. Task: Predict the reaction yield, written as a fraction of the theoretical maximum amount of product (1.0 means a 100% yield; for example, 0.34 means a 34% yield). (1) The reactants are [Cl:1][C:2]1[C:3]([C:13]2[CH:14]=[CH:15][C:16]([NH2:19])=[N:17][CH:18]=2)=[CH:4][C:5]2[O:9][C:8]([F:11])([F:10])[O:7][C:6]=2[CH:12]=1.C[CH2:21][N:22]([CH:26]([CH3:28])[CH3:27])[CH:23]([CH3:25])C.[O:29]1CCCC1. The catalyst is ClCCl.CO.[OH-].[Na+]. The product is [Cl:1][C:2]1[C:3]([C:13]2[CH:14]=[CH:15][C:16]([NH:19][C:28]([C:26]3[N:22]([CH3:21])[CH:23]=[CH:25][CH:27]=3)=[O:29])=[N:17][CH:18]=2)=[CH:4][C:5]2[O:9][C:8]([F:10])([F:11])[O:7][C:6]=2[CH:12]=1. The yield is 0.360. (2) The reactants are [C:1]1([S:7](/[CH:10]=[CH:11]/[S:12]([C:15]2[CH:20]=[CH:19][CH:18]=[CH:17][CH:16]=2)(=[O:14])=[O:13])(=[O:9])=[O:8])[CH:6]=[CH:5][CH:4]=[CH:3][CH:2]=1.[CH:21]1[CH2:26][CH2:25][CH:24]=[CH:23][CH:22]=1. The catalyst is C1(C)C=CC=CC=1. The product is [C:1]1([S:7]([CH:10]2[CH:11]([S:12]([C:15]3[CH:16]=[CH:17][CH:18]=[CH:19][CH:20]=3)(=[O:14])=[O:13])[CH:23]3[CH2:24][CH2:25][CH:26]2[CH:21]=[CH:22]3)(=[O:8])=[O:9])[CH:2]=[CH:3][CH:4]=[CH:5][CH:6]=1. The yield is 0.965. (3) The reactants are [Br:1][C:2]1[CH:7]=[CH:6][C:5]([CH2:8]O)=[CH:4][C:3]=1[CH3:10].C1C=CC(P(C2C=CC=CC=2)C2C=CC=CC=2)=CC=1.C(Br)(Br)(Br)[Br:31].O. The catalyst is ClCCl. The product is [Br:1][C:2]1[CH:7]=[CH:6][C:5]([CH2:8][Br:31])=[CH:4][C:3]=1[CH3:10]. The yield is 0.940. (4) The reactants are [O:1]=[C:2]1[NH:7][C:6](=[O:8])[CH:5]=[C:4]([O:9][CH2:10][CH2:11][CH3:12])[N:3]1[CH2:13][C:14]1[CH:19]=[CH:18][C:17]([C:20]2[C:21]([C:26]#[N:27])=[CH:22][CH:23]=[CH:24][CH:25]=2)=[CH:16][C:15]=1[F:28].Br[CH2:30][C:31]([C:33]1[CH:38]=[CH:37][C:36]([O:39][CH3:40])=[CH:35][CH:34]=1)=[O:32].CN(C)C=O.[H-].[Na+]. The catalyst is C(OCC)(=O)C. The product is [F:28][C:15]1[CH:16]=[C:17]([C:20]2[C:21]([C:26]#[N:27])=[CH:22][CH:23]=[CH:24][CH:25]=2)[CH:18]=[CH:19][C:14]=1[CH2:13][N:3]1[C:4]([O:9][CH2:10][CH2:11][CH3:12])=[CH:5][C:6](=[O:8])[N:7]([CH2:30][C:31]([C:33]2[CH:38]=[CH:37][C:36]([O:39][CH3:40])=[CH:35][CH:34]=2)=[O:32])[C:2]1=[O:1]. The yield is 0.590. (5) The product is [CH2:14]([O:13][C:11]([C:8]1[CH:9]=[C:10]2[C:5]([CH:4]=[CH:3][CH:2]=[N+:1]2[O-:18])=[CH:6][CH:7]=1)=[O:12])[CH3:15]. The yield is 0.920. The catalyst is ClCCl. The reactants are [N:1]1[C:10]2[C:5](=[CH:6][CH:7]=[C:8]([C:11]([O:13][CH2:14][CH3:15])=[O:12])[CH:9]=2)[CH:4]=[CH:3][CH:2]=1.C(OO)(=[O:18])C. (6) The reactants are [OH:1][C:2]1[CH:3]=[C:4]2[C:8](=[CH:9][CH:10]=1)[NH:7][CH:6]=[CH:5]2.[CH2:11](Br)[CH:12]=[CH2:13].C([O-])([O-])=O.[Cs+].[Cs+]. The catalyst is CN(C=O)C.O. The product is [CH2:13]([O:1][C:2]1[CH:3]=[C:4]2[C:8](=[CH:9][CH:10]=1)[NH:7][CH:6]=[CH:5]2)[CH:12]=[CH2:11]. The yield is 0.790.